From a dataset of Forward reaction prediction with 1.9M reactions from USPTO patents (1976-2016). Predict the product of the given reaction. (1) Given the reactants [N+:1]([C:4]1[CH:41]=[CH:40][C:7]([O:8][CH2:9][CH2:10][CH2:11][CH2:12][CH2:13][C:14]([O:16][CH2:17][CH2:18][O:19][CH2:20][CH2:21][O:22][C:23](=[O:39])[CH2:24][CH2:25][CH2:26][CH2:27][CH2:28][O:29][C:30]2[CH:35]=[CH:34][C:33]([N+:36]([O-])=O)=[CH:32][CH:31]=2)=[O:15])=[CH:6][CH:5]=1)([O-])=O, predict the reaction product. The product is: [NH2:36][C:33]1[CH:32]=[CH:31][C:30]([O:29][CH2:28][CH2:27][CH2:26][CH2:25][CH2:24][C:23]([O:22][CH2:21][CH2:20][O:19][CH2:18][CH2:17][O:16][C:14](=[O:15])[CH2:13][CH2:12][CH2:11][CH2:10][CH2:9][O:8][C:7]2[CH:6]=[CH:5][C:4]([NH2:1])=[CH:41][CH:40]=2)=[O:39])=[CH:35][CH:34]=1. (2) Given the reactants [Cl:1][C:2]1[N:10]=[CH:9][C:8]([Cl:11])=[CH:7][C:3]=1[C:4]([OH:6])=O.[NH2:12][C@H:13]([C:15]1[CH:27]=[CH:26][C:18]([C:19]([O:21][C:22]([CH3:25])([CH3:24])[CH3:23])=[O:20])=[CH:17][CH:16]=1)[CH3:14].Cl.CN(C)CCCN=C=NCC.O.ON1C2C=CC=CC=2N=N1, predict the reaction product. The product is: [Cl:1][C:2]1[C:3]([C:4]([NH:12][C@H:13]([C:15]2[CH:27]=[CH:26][C:18]([C:19]([O:21][C:22]([CH3:24])([CH3:23])[CH3:25])=[O:20])=[CH:17][CH:16]=2)[CH3:14])=[O:6])=[CH:7][C:8]([Cl:11])=[CH:9][N:10]=1. (3) The product is: [CH3:7][C:8]1[CH:14]=[CH:13][C:11]([NH:12][C:18](=[O:19])[O:20][C:21]([CH3:24])([CH3:23])[CH3:22])=[CH:10][C:9]=1[N+:15]([O-:17])=[O:16]. Given the reactants C(=O)([O-])[O-].[K+].[K+].[CH3:7][C:8]1[CH:14]=[CH:13][C:11]([NH2:12])=[CH:10][C:9]=1[N+:15]([O-:17])=[O:16].[C:18](O[C:18]([O:20][C:21]([CH3:24])([CH3:23])[CH3:22])=[O:19])([O:20][C:21]([CH3:24])([CH3:23])[CH3:22])=[O:19], predict the reaction product. (4) Given the reactants I[C:2]1[CH:7]=[CH:6][CH:5]=[CH:4][C:3]=1[CH3:8].[F:9][CH:10]([F:20])[O:11][C:12]1[CH:17]=[CH:16][C:15]([C:18]#[CH:19])=[CH:14][CH:13]=1, predict the reaction product. The product is: [F:9][CH:10]([F:20])[O:11][C:12]1[CH:17]=[CH:16][C:15]([C:18]#[C:19][C:2]2[CH:7]=[CH:6][CH:5]=[CH:4][C:3]=2[CH3:8])=[CH:14][CH:13]=1. (5) Given the reactants [F:1][C:2]([C:6]1[N:11]2[CH2:12][C@@H:13]([CH2:15][O:16]S(C3C=CC(C)=CC=3)(=O)=O)[O:14][C:10]2=[N:9][C:8](=[O:27])[CH:7]=1)([F:5])[CH2:3][CH3:4].[CH3:28][C:29]1([CH3:40])[CH2:38][CH2:37][CH2:36][C:35]2[CH:34]=[C:33](O)[CH:32]=[CH:31][C:30]1=2, predict the reaction product. The product is: [F:5][C:2]([C:6]1[N:11]2[CH2:12][C@@H:13]([CH2:15][O:16][C:33]3[CH:32]=[CH:31][C:30]4[C:29]([CH3:40])([CH3:28])[CH2:38][CH2:37][CH2:36][C:35]=4[CH:34]=3)[O:14][C:10]2=[N:9][C:8](=[O:27])[CH:7]=1)([F:1])[CH2:3][CH3:4]. (6) Given the reactants [CH2:1]([O:8][C:9]1[CH:10]=[C:11]2[C:15](=[CH:16][C:17]=1[O:18][CH3:19])[NH:14][CH:13]=[CH:12]2)[C:2]1[CH:7]=[CH:6][CH:5]=[CH:4][CH:3]=1.[C:20](Cl)(=[O:24])[C:21](Cl)=[O:22].C[CH2:27][O:28]CC, predict the reaction product. The product is: [CH2:1]([O:8][C:9]1[CH:10]=[C:11]2[C:15](=[CH:16][C:17]=1[O:18][CH3:19])[NH:14][CH:13]=[C:12]2[C:20](=[O:24])[C:21]([O:28][CH3:27])=[O:22])[C:2]1[CH:3]=[CH:4][CH:5]=[CH:6][CH:7]=1. (7) Given the reactants P(Br)(Br)[Br:2].[F:5][C:6]1[CH:11]=[CH:10][C:9]([O:12][CH3:13])=[CH:8][C:7]=1[C:14]1[CH:15]=[CH:16][C:17]([CH2:25]O)=[N:18][C:19]=1[CH2:20][C:21]([CH3:24])([CH3:23])[CH3:22].C(=O)([O-])O.[Na+], predict the reaction product. The product is: [Br:2][CH2:25][C:17]1[N:18]=[C:19]([CH2:20][C:21]([CH3:24])([CH3:23])[CH3:22])[C:14]([C:7]2[CH:8]=[C:9]([O:12][CH3:13])[CH:10]=[CH:11][C:6]=2[F:5])=[CH:15][CH:16]=1.